Dataset: Forward reaction prediction with 1.9M reactions from USPTO patents (1976-2016). Task: Predict the product of the given reaction. (1) Given the reactants C(=O)([O-])[O-].[K+].[K+].Cl[CH2:8][CH2:9][CH2:10][C:11]1[CH:12]=[C:13]2[C:18](=[CH:19][C:20]=1[F:21])[NH:17][C:16](=[O:22])[CH2:15][C:14]2([CH3:24])[CH3:23].Cl.[N:26]1([C:32]2[C:36]3[CH:37]=[CH:38][CH:39]=[CH:40][C:35]=3[S:34][N:33]=2)[CH2:31][CH2:30][NH:29][CH2:28][CH2:27]1, predict the reaction product. The product is: [S:34]1[C:35]2[CH:40]=[CH:39][CH:38]=[CH:37][C:36]=2[C:32]([N:26]2[CH2:27][CH2:28][N:29]([CH2:8][CH2:9][CH2:10][C:11]3[CH:12]=[C:13]4[C:18](=[CH:19][C:20]=3[F:21])[NH:17][C:16](=[O:22])[CH2:15][C:14]4([CH3:24])[CH3:23])[CH2:30][CH2:31]2)=[N:33]1. (2) The product is: [CH2:26]([O:25][C:24]1[CH:23]=[CH:22][C:20]([NH:2][C:1]2[N:10]=[CH:9][N:8]=[C:7]3[NH:6][N:5]=[C:4]([O:13][CH2:14][CH2:15][OH:16])[C:3]=23)=[CH:19][C:18]=1[CH3:17])[C:27]1[CH:28]=[CH:29][CH:30]=[CH:31][CH:32]=1. Given the reactants [C:1]([C:3]1[C:4]([O:13][CH2:14][CH2:15][OH:16])=[N:5][NH:6][C:7]=1[N:8]=[CH:9][N:10](C)C)#[N:2].[CH3:17][C:18]1[CH:19]=[C:20]([CH:22]=[CH:23][C:24]=1[O:25][CH2:26][C:27]1[CH:32]=[CH:31][CH:30]=[CH:29][CH:28]=1)N, predict the reaction product. (3) Given the reactants [F:1][C:2]1[CH:9]=[C:8]([C:10]([C:12]2[N:13]([CH3:17])[CH:14]=[N:15][CH:16]=2)=[O:11])[CH:7]=[CH:6][C:3]=1[C:4]#[N:5].C[Mg+].[Br-].[CH2:21](OCC)C, predict the reaction product. The product is: [F:1][C:2]1[CH:9]=[C:8]([C:10]([OH:11])([C:12]2[N:13]([CH3:17])[CH:14]=[N:15][CH:16]=2)[CH3:21])[CH:7]=[CH:6][C:3]=1[C:4]#[N:5]. (4) Given the reactants [Br:1][C:2]1[CH:3]=[C:4]([CH2:8][CH2:9][C:10](O)=[O:11])[CH:5]=[CH:6][CH:7]=1.[BH4-].[Na+].[OH-].[Na+], predict the reaction product. The product is: [Br:1][C:2]1[CH:3]=[C:4]([CH2:8][CH2:9][CH2:10][OH:11])[CH:5]=[CH:6][CH:7]=1.